Dataset: Retrosynthesis with 50K atom-mapped reactions and 10 reaction types from USPTO. Task: Predict the reactants needed to synthesize the given product. (1) Given the product CCO[C@@H](Cc1ccc(OCc2nc(-c3ccccc3F)oc2C)cc1F)C(=O)O, predict the reactants needed to synthesize it. The reactants are: CCO[C@@H](Cc1ccc(OCc2nc(-c3ccccc3F)oc2C)cc1F)C(=O)OC. (2) Given the product O=C(CC(F)(F)F)Nn1nc(N2CCOCC2)c2ccccc2c1=O, predict the reactants needed to synthesize it. The reactants are: Nn1nc(N2CCOCC2)c2ccccc2c1=O.O=C(O)CC(F)(F)F. (3) Given the product CCCCOc1cc(CCC(=O)O)ccc1-c1cccc(CN(C)C(=O)c2ccc(OC)cc2)c1, predict the reactants needed to synthesize it. The reactants are: CCCCOc1cc(CCC(=O)OC)ccc1-c1cccc(CN(C)C(=O)c2ccc(OC)cc2)c1. (4) Given the product CCCNC(=O)NCc1ccc2c(c1)CN(C1CCC(=O)NC1=O)C2=O, predict the reactants needed to synthesize it. The reactants are: CCCN=C=O.NCc1ccc2c(c1)CN(C1CCC(=O)NC1=O)C2=O. (5) Given the product N#CCc1ccc(Oc2ccc(C(F)(F)F)cc2Cl)cc1, predict the reactants needed to synthesize it. The reactants are: FC(F)(F)c1ccc(Cl)c(Cl)c1.N#CCc1ccc(O)cc1. (6) Given the product CC(Cl)OC(=O)N1CCN(C(=O)OC(C)(C)C)CC1, predict the reactants needed to synthesize it. The reactants are: CC(C)(C)OC(=O)N1CCNCC1.CC(Cl)OC(=O)Cl. (7) Given the product N#Cc1ccnc(OCC(F)(F)F)c1, predict the reactants needed to synthesize it. The reactants are: N#Cc1ccnc(Cl)c1.OCC(F)(F)F.